Dataset: Reaction yield outcomes from USPTO patents with 853,638 reactions. Task: Predict the reaction yield, written as a fraction of the theoretical maximum amount of product (1.0 means a 100% yield; for example, 0.34 means a 34% yield). (1) The reactants are [CH2:1]([C:8]1[S:12][C:11]([NH2:13])=[N:10][C:9]=1[C:14]1[CH:19]=[CH:18][C:17]([O:20]C)=[CH:16][CH:15]=1)[C:2]1[CH:7]=[CH:6][CH:5]=[CH:4][CH:3]=1.C(=O)(O)[O-].[Na+]. The catalyst is ClCCl. The product is [CH2:1]([C:8]1[S:12][C:11]([NH2:13])=[N:10][C:9]=1[C:14]1[CH:15]=[CH:16][C:17]([OH:20])=[CH:18][CH:19]=1)[C:2]1[CH:3]=[CH:4][CH:5]=[CH:6][CH:7]=1. The yield is 0.958. (2) The reactants are [N+](C1C=[CH:6][C:7]([S:10][S:11][C:12]2[CH:17]=[CH:16][C:15]([N+:18]([O-:20])=[O:19])=[CH:14][N:13]=2)=NC=1)([O-])=O.CC(O)=O.[ClH:25].[NH2:26]CCS. The catalyst is CN(C=O)C.CO. The product is [ClH:25].[N+:18]([C:15]1[CH:16]=[CH:17][C:12]([S:11][S:10][CH2:7][CH2:6][NH2:26])=[N:13][CH:14]=1)([O-:20])=[O:19]. The yield is 0.696. (3) The reactants are [CH3:1][O:2][C:3]1[CH:4]=[C:5]([CH:8]=[CH:9][CH:10]=1)[CH2:6]Br.[H-].[Na+].[F:13][C:14]([F:23])([F:22])[CH2:15][CH2:16][CH:17]([C:20]#[N:21])[C:18]#[N:19]. The catalyst is CN(C)C=O. The product is [CH3:1][O:2][C:3]1[CH:4]=[C:5]([CH:8]=[CH:9][CH:10]=1)[CH2:6][C:17]([CH2:16][CH2:15][C:14]([F:13])([F:22])[F:23])([C:18]#[N:19])[C:20]#[N:21]. The yield is 0.330. (4) The reactants are [OH-].[Na+].O.[CH3:4][C:5]1[CH:14]=[C:13]([CH2:15][O:16][C:17]2[CH:32]=[CH:31][C:20]([C:21]([O:23]CC3C=CC=CC=3)=[O:22])=[CH:19][CH:18]=2)[C:12]2[C:7](=[CH:8][CH:9]=[CH:10][CH:11]=2)[N:6]=1. The catalyst is O1CCCC1.CO. The product is [CH3:4][C:5]1[CH:14]=[C:13]([CH2:15][O:16][C:17]2[CH:32]=[CH:31][C:20]([C:21]([OH:23])=[O:22])=[CH:19][CH:18]=2)[C:12]2[C:7](=[CH:8][CH:9]=[CH:10][CH:11]=2)[N:6]=1. The yield is 0.810. (5) The reactants are [NH2:1]/[C:2](/[CH3:18])=[C:3](/[CH2:16][CH3:17])\[C:4]([NH:6][CH2:7][CH2:8][C:9]1[CH:14]=[CH:13][CH:12]=[CH:11][C:10]=1[F:15])=[O:5].[F:19][C:20]1[C:21]([OH:29])=[C:22]([CH:26]=[CH:27][CH:28]=1)[C:23](O)=[O:24].C(Cl)CCl.C1C=CC2N(O)N=NC=2C=1. The catalyst is C1COCC1.CCOC(C)=O. The product is [F:19][C:20]1[C:21]([OH:29])=[C:22]([CH:26]=[CH:27][CH:28]=1)[C:23]([NH:1]/[C:2](/[CH3:18])=[C:3](\[C:4]([NH:6][CH2:7][CH2:8][C:9]1[CH:14]=[CH:13][CH:12]=[CH:11][C:10]=1[F:15])=[O:5])/[CH2:16][CH3:17])=[O:24]. The yield is 0.570.